From a dataset of Full USPTO retrosynthesis dataset with 1.9M reactions from patents (1976-2016). Predict the reactants needed to synthesize the given product. (1) Given the product [CH3:9][NH:1][C:2]1[CH:3]=[C:4]([OH:8])[CH:5]=[CH:6][CH:7]=1, predict the reactants needed to synthesize it. The reactants are: [NH2:1][C:2]1[CH:3]=[C:4]([OH:8])[CH:5]=[CH:6][CH:7]=1.[C:9]1(C)C=CC(S(O)(=O)=O)=CC=1. (2) Given the product [Cl:1][C:2]1[CH:7]=[CH:6][CH:5]=[CH:4][C:3]=1[N:8]1[C:16]2[C:15](=[O:17])[N:14]([CH3:18])[C:13](=[O:19])[NH:12][C:11]=2[N:10]=[C:9]1[N:28]1[CH2:29][CH2:30][N:31]([C:34]([O:36][C:37]([CH3:40])([CH3:39])[CH3:38])=[O:35])[CH2:32][CH2:33]1, predict the reactants needed to synthesize it. The reactants are: [Cl:1][C:2]1[CH:7]=[CH:6][CH:5]=[CH:4][C:3]=1[N:8]1[C:16]2[C:15](=[O:17])[N:14]([CH3:18])[C:13](=[O:19])[N:12](COC(=O)C(C)(C)C)[C:11]=2[N:10]=[C:9]1[N:28]1[CH2:33][CH2:32][N:31]([C:34]([O:36][C:37]([CH3:40])([CH3:39])[CH3:38])=[O:35])[CH2:30][CH2:29]1.[H-].[Na+].Cl. (3) Given the product [CH3:1][O:2][C:3]1[CH:8]=[CH:7][C:6]([N:9]2[CH2:14][CH2:13][CH:12]([N:16]3[CH2:20][CH2:19][C@@H:18]([NH:21][C:22](=[O:28])[O:23][C:24]([CH3:26])([CH3:25])[CH3:27])[CH2:17]3)[CH2:11][CH2:10]2)=[CH:5][CH:4]=1, predict the reactants needed to synthesize it. The reactants are: [CH3:1][O:2][C:3]1[CH:8]=[CH:7][C:6]([N:9]2[CH2:14][CH2:13][C:12](=O)[CH2:11][CH2:10]2)=[CH:5][CH:4]=1.[NH:16]1[CH2:20][CH2:19][C@@H:18]([NH:21][C:22](=[O:28])[O:23][C:24]([CH3:27])([CH3:26])[CH3:25])[CH2:17]1.CCOCC. (4) Given the product [F:2][CH:3]([F:27])[O:4][C:5]1[C:6]([OH:26])=[C:7](/[CH:11]=[CH:12]/[C:13]2[N:14]=[C:15]3[CH:29]=[CH:28][CH:17]=[CH:18][N:19]3[C:20]=2[C:21]([O:23][CH2:24][CH3:25])=[O:22])[CH:8]=[CH:9][CH:10]=1, predict the reactants needed to synthesize it. The reactants are: Br.[F:2][CH:3]([F:27])[O:4][C:5]1[C:6]([OH:26])=[C:7](/[CH:11]=[CH:12]/[C:13]2[N:14]=[C:15]3[N:19]([C:20]=2[C:21]([O:23][CH2:24][CH3:25])=[O:22])[CH:18]=[CH:17]S3)[CH:8]=[CH:9][CH:10]=1.[CH3:28][C:29](O)=O. (5) The reactants are: [F:1][C:2]1[CH:11]=[C:10]2[C:5]([CH2:6][CH2:7][CH2:8][CH:9]2[C:12]([OH:14])=O)=[CH:4][CH:3]=1.[CH3:15][N:16]([CH3:34])[C:17]1[CH:22]=[CH:21][C:20]([CH2:23][NH:24][C:25]2[CH:30]=[CH:29][C:28]([CH:31]([CH3:33])[CH3:32])=[CH:27][CH:26]=2)=[CH:19][CH:18]=1. Given the product [CH3:15][N:16]([CH3:34])[C:17]1[CH:18]=[CH:19][C:20]([CH2:23][N:24]([C:25]2[CH:30]=[CH:29][C:28]([CH:31]([CH3:32])[CH3:33])=[CH:27][CH:26]=2)[C:12]([CH:9]2[C:10]3[C:5](=[CH:4][CH:3]=[C:2]([F:1])[CH:11]=3)[CH2:6][CH2:7][CH2:8]2)=[O:14])=[CH:21][CH:22]=1, predict the reactants needed to synthesize it.